Task: Predict the reaction yield, written as a fraction of the theoretical maximum amount of product (1.0 means a 100% yield; for example, 0.34 means a 34% yield).. Dataset: Reaction yield outcomes from USPTO patents with 853,638 reactions (1) The reactants are C([O:3][C:4](=O)[C:5]([N:8]1[CH2:11][C:10]([C:13]2[N:14]([CH3:39])[C:15]3[C:20]([N:21]=2)=[C:19]([N:22]2[CH2:27][CH2:26][O:25][CH2:24][CH2:23]2)[N:18]=[C:17]([N:28]2[C:32]4[CH:33]=[CH:34][CH:35]=[CH:36][C:31]=4[N:30]=[C:29]2[CH2:37][CH3:38])[N:16]=3)([F:12])[CH2:9]1)([CH3:7])[CH3:6])C.[BH4-].[Na+]. No catalyst specified. The product is [CH2:37]([C:29]1[N:28]([C:17]2[N:16]=[C:15]3[C:20]([N:21]=[C:13]([C:10]4([F:12])[CH2:9][N:8]([C:5]([CH3:7])([CH3:6])[CH2:4][OH:3])[CH2:11]4)[N:14]3[CH3:39])=[C:19]([N:22]3[CH2:27][CH2:26][O:25][CH2:24][CH2:23]3)[N:18]=2)[C:32]2[CH:33]=[CH:34][CH:35]=[CH:36][C:31]=2[N:30]=1)[CH3:38]. The yield is 0.540. (2) The reactants are [NH2:1][C:2]1[CH:7]=[CH:6][CH:5]=[CH:4][C:3]=1[SH:8].O=[CH:10][C:11]1[CH:19]=[CH:18][CH:17]=[C:14]([O:15][CH3:16])[C:12]=1[OH:13].OO.Cl. The catalyst is CCO. The product is [OH:13][C:12]1[C:14]([O:15][CH3:16])=[CH:17][CH:18]=[CH:19][C:11]=1[C:10]1[S:8][C:3]2[CH:4]=[CH:5][CH:6]=[CH:7][C:2]=2[N:1]=1. The yield is 0.790. (3) The reactants are [NH2:1][C:2]1[CH:3]=[CH:4][C:5]([C:15]([O:17][CH2:18][C:19]2[CH:24]=[CH:23][CH:22]=[CH:21][CH:20]=2)=[O:16])=[C:6]2[C:10]=1[O:9][CH:8]([CH2:11][N:12]([CH3:14])[CH3:13])[CH2:7]2.Cl[C:26]1[N:35]=[CH:34][C:33]2[N:32]([CH3:36])[C:31](=[O:37])[C@@H:30]([CH2:38][CH3:39])[N:29]([CH:40]3[CH2:44][CH2:43][CH2:42][CH2:41]3)[C:28]=2[N:27]=1.O.C1(C)C=CC(S(O)(=O)=O)=CC=1. The catalyst is CC(C)CC(O)C. The product is [CH:40]1([N:29]2[C:28]3[N:27]=[C:26]([NH:1][C:2]4[CH:3]=[CH:4][C:5]([C:15]([O:17][CH2:18][C:19]5[CH:20]=[CH:21][CH:22]=[CH:23][CH:24]=5)=[O:16])=[C:6]5[C:10]=4[O:9][CH:8]([CH2:11][N:12]([CH3:14])[CH3:13])[CH2:7]5)[N:35]=[CH:34][C:33]=3[N:32]([CH3:36])[C:31](=[O:37])[C@H:30]2[CH2:38][CH3:39])[CH2:41][CH2:42][CH2:43][CH2:44]1. The yield is 0.342. (4) The reactants are C[O:2][C:3](=[O:39])[C:4]1[CH:9]=[CH:8][C:7]([O:10][CH2:11][CH2:12][C:13]2[C:21]3[C:16](=[CH:17][CH:18]=[C:19]([Cl:22])[CH:20]=3)[N:15]([CH:23]([C:30]3[CH:35]=[CH:34][CH:33]=[CH:32][CH:31]=3)[C:24]3[CH:29]=[CH:28][CH:27]=[CH:26][CH:25]=3)[C:14]=2[CH2:36][CH2:37][NH2:38])=[CH:6][CH:5]=1.[C:40]([C:42]1[CH:47]=[CH:46][CH:45]=[CH:44][C:43]=1[CH2:48][S:49](Cl)(=[O:51])=[O:50])#[N:41]. No catalyst specified. The product is [CH:23]([N:15]1[C:16]2[C:21](=[CH:20][C:19]([Cl:22])=[CH:18][CH:17]=2)[C:13]([CH2:12][CH2:11][O:10][C:7]2[CH:6]=[CH:5][C:4]([C:3]([OH:2])=[O:39])=[CH:9][CH:8]=2)=[C:14]1[CH2:36][CH2:37][NH:38][S:49]([CH2:48][C:43]1[CH:44]=[CH:45][CH:46]=[CH:47][C:42]=1[C:40]#[N:41])(=[O:51])=[O:50])([C:30]1[CH:35]=[CH:34][CH:33]=[CH:32][CH:31]=1)[C:24]1[CH:29]=[CH:28][CH:27]=[CH:26][CH:25]=1. The yield is 0.720. (5) The reactants are [CH3:1][O:2][C:3]1[CH:4]=[C:5]2[C:10](=[CH:11][C:12]=1[O:13][CH3:14])[N:9]=[CH:8][N:7]=[C:6]2[O:15][C:16]1[CH:22]=[CH:21][C:19]([NH2:20])=[CH:18][C:17]=1[CH3:23].[F:24][C:25]1[CH:30]=[C:29]([F:31])[CH:28]=[CH:27][C:26]=1[N:32]=[C:33]=[O:34]. The catalyst is C(Cl)(Cl)Cl. The product is [F:24][C:25]1[CH:30]=[C:29]([F:31])[CH:28]=[CH:27][C:26]=1[NH:32][C:33]([NH:20][C:19]1[CH:21]=[CH:22][C:16]([O:15][C:6]2[C:5]3[C:10](=[CH:11][C:12]([O:13][CH3:14])=[C:3]([O:2][CH3:1])[CH:4]=3)[N:9]=[CH:8][N:7]=2)=[C:17]([CH3:23])[CH:18]=1)=[O:34]. The yield is 0.790. (6) The reactants are [Br:1][C:2]1[C:3]([N:17]2[CH2:22][CH2:21][CH2:20][C@@H:19]([NH:23]C(=O)OC(C)(C)C)[CH2:18]2)=[C:4]2[C:10]([NH:11][C:12](=[O:16])[CH2:13][CH2:14][F:15])=[CH:9][NH:8][C:5]2=[N:6][CH:7]=1.C(O)(C(F)(F)F)=O.C(Cl)[Cl:39]. No catalyst specified. The product is [ClH:39].[NH2:23][C@@H:19]1[CH2:20][CH2:21][CH2:22][N:17]([C:3]2[C:2]([Br:1])=[CH:7][N:6]=[C:5]3[NH:8][CH:9]=[C:10]([NH:11][C:12](=[O:16])[CH2:13][CH2:14][F:15])[C:4]=23)[CH2:18]1. The yield is 0.380. (7) The reactants are [CH3:1][O:2][C:3]([C:5]1[S:6][C:7]([C:11]([OH:13])=O)=[CH:8][C:9]=1[Cl:10])=[O:4].C(N(CC)CC)C.CN(C(ON1N=NC2C=CC=CC1=2)=[N+](C)C)C.F[P-](F)(F)(F)(F)F.C1C=CC2N(O)N=NC=2C=1.[NH:55]1[C:63]2[C:58](=[C:59]([CH2:64][NH2:65])[CH:60]=[CH:61][CH:62]=2)[CH:57]=[N:56]1. The catalyst is CN(C=O)C. The product is [CH3:1][O:2][C:3]([C:5]1[S:6][C:7]([C:11](=[O:13])[NH:65][CH2:64][C:59]2[CH:60]=[CH:61][CH:62]=[C:63]3[C:58]=2[CH:57]=[N:56][NH:55]3)=[CH:8][C:9]=1[Cl:10])=[O:4]. The yield is 0.230.